Dataset: Catalyst prediction with 721,799 reactions and 888 catalyst types from USPTO. Task: Predict which catalyst facilitates the given reaction. (1) Reactant: [OH:1][C:2]1[CH:9]=[CH:8][C:5]([CH:6]=O)=[CH:4][CH:3]=1.[CH2:10]([C:13]1[CH:18]=[CH:17][CH:16]=[CH:15][C:14]=1[OH:19])[CH:11]=[CH2:12].CS(O)(=O)=O.[C:25](=[O:28])([O-])O.[Na+]. Product: [OH:1][C:2]1[CH:9]=[CH:8][C:5]([CH:6]([C:17]2[CH:16]=[CH:15][C:14]([OH:19])=[C:13]([CH2:10][CH:11]=[CH2:12])[CH:18]=2)[C:10]2[CH:13]=[CH:14][C:25]([OH:28])=[CH:12][CH:11]=2)=[CH:4][C:3]=1[CH2:17][CH:16]=[CH2:15]. The catalyst class is: 11. (2) Reactant: C(OC(=O)[N:7]([C:20]1[C:21]2[N:22]([N:34]=[CH:35][N:36]=2)[C:23]([C:26]2[O:27][CH:28]=[C:29]([C:31](=[O:33])[NH2:32])[CH:30]=2)=[CH:24][N:25]=1)[C:8]1[CH:13]=[CH:12][C:11]([N:14]2[CH2:19][CH2:18][O:17][CH2:16][CH2:15]2)=[CH:10][CH:9]=1)(C)(C)C.C([O-])([O-])=O.[Na+].[Na+]. Product: [O:17]1[CH2:18][CH2:19][N:14]([C:11]2[CH:12]=[CH:13][C:8]([NH:7][C:20]3[C:21]4[N:22]([N:34]=[CH:35][N:36]=4)[C:23]([C:26]4[O:27][CH:28]=[C:29]([C:31]([NH2:32])=[O:33])[CH:30]=4)=[CH:24][N:25]=3)=[CH:9][CH:10]=2)[CH2:15][CH2:16]1. The catalyst class is: 137. (3) Reactant: [CH2:1]([C:3]1[CH:4]=[N:5][C:6]([NH:9][CH:10]2[CH2:15][CH2:14][NH:13][CH2:12][CH2:11]2)=[N:7][CH:8]=1)[CH3:2].[CH2:16]([O:18][C:19]1[CH:20]=[C:21]([CH:24]=[CH:25][C:26]=1[O:27][CH3:28])[CH:22]=O)[CH3:17].C(O)(=O)C.C([BH3-])#N.[Na+]. Product: [CH2:16]([O:18][C:19]1[CH:20]=[C:21]([CH:24]=[CH:25][C:26]=1[O:27][CH3:28])[CH2:22][N:13]1[CH2:14][CH2:15][CH:10]([NH:9][C:6]2[N:5]=[CH:4][C:3]([CH2:1][CH3:2])=[CH:8][N:7]=2)[CH2:11][CH2:12]1)[CH3:17]. The catalyst class is: 8. (4) Reactant: CC(C)([O-])C.[K+].BrC1C=C(F)C=CC=1CC(=O)C.C(C(C1C=CC(F)=CC=1Br)C#N)(=O)C.ClC1C=CC=C(F)C=1N=C=S.IC.[C:46]([CH:49]([C:61]1[CH:66]=[CH:65][C:64]([F:67])=[CH:63][C:62]=1[Br:68])[C:50](=S)[NH:51][C:52]1[C:57]([F:58])=[CH:56][CH:55]=[CH:54][C:53]=1[Cl:59])(=O)[CH3:47].O.C(O)(=O)C.[CH3:74][NH:75][NH2:76]. Product: [Br:68][C:62]1[CH:63]=[C:64]([F:67])[CH:65]=[CH:66][C:61]=1[C:49]1[C:46]([CH3:47])=[N:76][N:75]([CH3:74])[C:50]=1[NH:51][C:52]1[C:57]([F:58])=[CH:56][CH:55]=[CH:54][C:53]=1[Cl:59]. The catalyst class is: 1. (5) Reactant: [Cl:1][C:2]1[CH:39]=[CH:38][C:5]([CH2:6][N:7]2[C:15]([C:16]3[CH:33]=[CH:32][C:19]([O:20][C:21]4[CH:30]=[CH:29][CH:28]=[C:27]5[C:22]=4[CH2:23][CH2:24][CH2:25][C:26]5=[O:31])=[CH:18][CH:17]=3)=[C:14]3[C:9]([C:10]([C:34]([F:37])([F:36])[F:35])=[CH:11][CH:12]=[CH:13]3)=[N:8]2)=[C:4]([F:40])[CH:3]=1.[H-].[H-].[H-].[H-].[Li+].[Al+3]. Product: [Cl:1][C:2]1[CH:39]=[CH:38][C:5]([CH2:6][N:7]2[C:15]([C:16]3[CH:33]=[CH:32][C:19]([O:20][C:21]4[CH:30]=[CH:29][CH:28]=[C:27]5[C:22]=4[CH2:23][CH2:24][CH2:25][CH:26]5[OH:31])=[CH:18][CH:17]=3)=[C:14]3[C:9]([C:10]([C:34]([F:36])([F:37])[F:35])=[CH:11][CH:12]=[CH:13]3)=[N:8]2)=[C:4]([F:40])[CH:3]=1. The catalyst class is: 1.